This data is from Full USPTO retrosynthesis dataset with 1.9M reactions from patents (1976-2016). The task is: Predict the reactants needed to synthesize the given product. (1) The reactants are: [OH:1][C:2]1[CH:3]=[C:4]([C:8](=[O:19])[C:9]([C:11]2[CH:16]=[CH:15][C:14]([O:17][CH3:18])=[CH:13][CH:12]=2)=[O:10])[CH:5]=[CH:6][CH:7]=1.[F-].[Cs+].FC(F)(F)S(O[C:28]1[CH:33]=[CH:32][CH:31]=[CH:30][C:29]=1[Si](C)(C)C)(=O)=O.C(OCC)(=O)C. Given the product [CH3:18][O:17][C:14]1[CH:15]=[CH:16][C:11]([C:9](=[O:10])[C:8]([C:4]2[CH:5]=[CH:6][CH:7]=[C:2]([O:1][C:28]3[CH:33]=[CH:32][CH:31]=[CH:30][CH:29]=3)[CH:3]=2)=[O:19])=[CH:12][CH:13]=1, predict the reactants needed to synthesize it. (2) Given the product [Cl:1][C:2]1[N:3]=[N:4][C:5]([C:12]#[N:13])=[C:6]([CH3:9])[C:7]=1[CH3:8], predict the reactants needed to synthesize it. The reactants are: [Cl:1][C:2]1[N:3]=[N:4][C:5](I)=[C:6]([CH3:9])[C:7]=1[CH3:8].[Cu](C#N)[C:12]#[N:13].ClCCl. (3) Given the product [C:1]1([C:7]2[CH:8]=[C:9]3[C:14](=[N:15][C:16]=2[C:17]([F:18])([F:19])[F:20])[N:13]([CH3:21])[C:12](=[O:22])[C:11]([C:23]([NH:25][CH2:26][C:27]([OH:29])=[O:28])=[O:24])=[C:10]3[OH:34])[CH2:6][CH2:5][CH2:4][CH2:3][CH:2]=1, predict the reactants needed to synthesize it. The reactants are: [C:1]1([C:7]2[CH:8]=[C:9]3[C:14](=[N:15][C:16]=2[C:17]([F:20])([F:19])[F:18])[N:13]([CH3:21])[C:12](=[O:22])[C:11]([C:23]([NH:25][CH2:26][C:27]([O:29]C(C)(C)C)=[O:28])=[O:24])=[C:10]3[OH:34])[CH2:6][CH2:5][CH2:4][CH2:3][CH:2]=1.C(O)(C(F)(F)F)=O. (4) Given the product [F:12][C:13]([F:21])([F:22])[C:14]1[CH:15]=[C:16]([NH:17][C:7](=[O:9])[C:6]2[CH:10]=[C:2]([Br:1])[CH:3]=[CH:4][C:5]=2[OH:11])[CH:18]=[CH:19][CH:20]=1, predict the reactants needed to synthesize it. The reactants are: [Br:1][C:2]1[CH:10]=[C:6]([C:7]([OH:9])=O)[C:5]([OH:11])=[CH:4][CH:3]=1.[F:12][C:13]([F:22])([F:21])[C:14]1[CH:15]=[C:16]([CH:18]=[CH:19][CH:20]=1)[NH2:17]. (5) Given the product [C:1]([C:4]1[C:5]([CH3:26])=[N:6][C:7]2[N:8]([CH:18]=[C:19]([CH2:21][C:22]([O:24][CH3:25])=[O:23])[N:20]=2)[C:9]=1[C:10]1[CH:15]=[CH:14][C:13]([Cl:16])=[CH:12][C:11]=1[Cl:17])#[N:2], predict the reactants needed to synthesize it. The reactants are: [C:1]([C:4]1[C:5]([CH3:26])=[N:6][C:7]2[N:8]([CH:18]=[C:19]([CH2:21][C:22]([O:24][CH3:25])=[O:23])[N:20]=2)[C:9]=1[C:10]1[CH:15]=[CH:14][C:13]([Cl:16])=[CH:12][C:11]=1[Cl:17])(=O)[NH2:2].CCN(CC)CC.FC(F)(F)C(OC(=O)C(F)(F)F)=O.[NH4+].[Cl-]. (6) The reactants are: [CH2:1]([O:8][C:9]([NH:11][C@@H:12]([C@H:17]([O:19][Si:20]([C:23]([CH3:26])([CH3:25])[CH3:24])([CH3:22])[CH3:21])[CH3:18])[C:13](OC)=[O:14])=[O:10])[C:2]1[CH:7]=[CH:6][CH:5]=[CH:4][CH:3]=1.O.[NH2:28][NH2:29]. Given the product [Si:20]([O:19][C@H:17]([CH3:18])[C@H:12]([NH:11][C:9](=[O:10])[O:8][CH2:1][C:2]1[CH:7]=[CH:6][CH:5]=[CH:4][CH:3]=1)[C:13]([NH:28][NH2:29])=[O:14])([C:23]([CH3:26])([CH3:25])[CH3:24])([CH3:22])[CH3:21], predict the reactants needed to synthesize it.